The task is: Predict the product of the given reaction.. This data is from Forward reaction prediction with 1.9M reactions from USPTO patents (1976-2016). (1) Given the reactants [CH2:1]([C@@:4]1([C:20]2[CH:25]=[CH:24][CH:23]=[CH:22][CH:21]=2)[O:9][C:8](=[O:10])[N:7]([C@H:11]([C:13]2[CH:18]=[CH:17][C:16]([Br:19])=[CH:15][CH:14]=2)[CH3:12])[CH2:6][CH2:5]1)[CH:2]=[CH2:3].[OH2:26], predict the reaction product. The product is: [Br:19][C:16]1[CH:15]=[CH:14][C:13]([C@@H:11]([N:7]2[CH2:6][CH2:5][C@:4]([CH2:1][C:2](=[O:26])[CH3:3])([C:20]3[CH:25]=[CH:24][CH:23]=[CH:22][CH:21]=3)[O:9][C:8]2=[O:10])[CH3:12])=[CH:18][CH:17]=1. (2) Given the reactants Br[C:2]1[CH:7]=[CH:6][C:5]([O:8][CH:9]([CH3:11])[CH3:10])=[C:4]([Cl:12])[CH:3]=1.[CH3:13][C:14]1([CH3:30])[C:18]([CH3:20])([CH3:19])[O:17][B:16]([B:16]2[O:17][C:18]([CH3:20])([CH3:19])[C:14]([CH3:30])([CH3:13])[O:15]2)[O:15]1.C([O-])(=O)C.[K+], predict the reaction product. The product is: [Cl:12][C:4]1[CH:3]=[C:2]([B:16]2[O:17][C:18]([CH3:20])([CH3:19])[C:14]([CH3:30])([CH3:13])[O:15]2)[CH:7]=[CH:6][C:5]=1[O:8][CH:9]([CH3:11])[CH3:10]. (3) Given the reactants Cl.[NH:2]1[CH2:6][C@@H:5]([OH:7])[C@H:4]([OH:8])[CH2:3]1.O.C([O-])([O-])=O.[Na+].[Na+].CS(O[CH2:21][CH2:22][O:23][C:24]1[CH:29]=[CH:28][N:27]=[C:26]([C:30]([N:32]2[CH2:35][CH:34]([C:36]3[CH:41]=[CH:40][C:39]([O:42][CH2:43][C:44]4[CH:49]=[CH:48][C:47]([CH2:50][CH3:51])=[CH:46][CH:45]=4)=[C:38]([O:52][CH3:53])[CH:37]=3)[CH2:33]2)=[O:31])[CH:25]=1)(=O)=O, predict the reaction product. The product is: [OH:8][C@H:4]1[C@H:5]([OH:7])[CH2:6][N:2]([CH2:21][CH2:22][O:23][C:24]2[CH:29]=[CH:28][N:27]=[C:26]([C:30]([N:32]3[CH2:33][CH:34]([C:36]4[CH:41]=[CH:40][C:39]([O:42][CH2:43][C:44]5[CH:45]=[CH:46][C:47]([CH2:50][CH3:51])=[CH:48][CH:49]=5)=[C:38]([O:52][CH3:53])[CH:37]=4)[CH2:35]3)=[O:31])[CH:25]=2)[CH2:3]1. (4) Given the reactants S(Cl)([Cl:3])=O.[NH:5]1[C:9](=[O:10])[CH2:8][CH2:7][CH:6]1[C:11]([OH:13])=O.[CH3:14][NH:15][C:16]1[CH:21]=[CH:20][CH:19]=[C:18]([C:22]2[C:31]3[C:26](=[CH:27][C:28]([O:37][CH3:38])=[C:29]4[O:34][C:33]([CH3:36])([CH3:35])[CH2:32][C:30]4=3)[CH2:25][C:24]([CH3:40])([CH3:39])[N:23]=2)[CH:17]=1.C(N(CC)CC)C, predict the reaction product. The product is: [ClH:3].[CH3:14][N:15]([C:16]1[CH:21]=[CH:20][CH:19]=[C:18]([C:22]2[C:31]3[C:26](=[CH:27][C:28]([O:37][CH3:38])=[C:29]4[O:34][C:33]([CH3:35])([CH3:36])[CH2:32][C:30]4=3)[CH2:25][C:24]([CH3:40])([CH3:39])[N:23]=2)[CH:17]=1)[C:11]([CH:6]1[CH2:7][CH2:8][C:9](=[O:10])[NH:5]1)=[O:13]. (5) Given the reactants [CH2:1]1[CH2:10][O:9][C:8]2[CH:7]=[CH:6][C:5]([NH:11][C:12]3[C:17]([F:18])=[CH:16][N:15]=[C:14]([NH:19][C:20]4[CH:25]=[CH:24][CH:23]=[C:22](O)[CH:21]=4)[N:13]=3)=[CH:4][C:3]=2[O:2]1.ClC1N=C(NC2C=CC3OCCOC=3C=2)C(F)=CN=1.[CH2:46]([N:53]1[CH2:58][CH2:57][N:56](C2C=CC(N)=CC=2)[CH2:55][CH2:54]1)[C:47]1[CH:52]=[CH:51][CH:50]=[CH:49][CH:48]=1, predict the reaction product. The product is: [CH2:46]([N:53]1[CH2:58][CH2:57][N:56]([C:23]2[CH:22]=[CH:21][C:20]([NH:19][C:14]3[N:13]=[C:12]([NH:11][C:5]4[CH:6]=[CH:7][C:8]5[O:9][CH2:10][CH2:1][O:2][C:3]=5[CH:4]=4)[C:17]([F:18])=[CH:16][N:15]=3)=[CH:25][CH:24]=2)[CH2:55][CH2:54]1)[C:47]1[CH:48]=[CH:49][CH:50]=[CH:51][CH:52]=1.